Predict which catalyst facilitates the given reaction. From a dataset of Catalyst prediction with 721,799 reactions and 888 catalyst types from USPTO. (1) Reactant: C(OC([N:8]1[CH2:13][CH2:12][CH2:11][C@@H:10]([C:14](=[O:43])[NH:15][C@H:16]([C:32]([C:34]2[S:35][C:36]3[CH:42]=[CH:41][CH:40]=[CH:39][C:37]=3[N:38]=2)=[O:33])[CH2:17][CH2:18][CH2:19][CH2:20][NH:21][C:22]([O:24][CH2:25][C:26]2[CH:31]=[CH:30][CH:29]=[CH:28][CH:27]=2)=[O:23])[CH2:9]1)=O)(C)(C)C.[ClH:44].CC(=O)OCC. Product: [ClH:44].[CH2:25]([O:24][C:22](=[O:23])[NH:21][CH2:20][CH2:19][CH2:18][CH2:17][C@H:16]([NH:15][C:14]([C@@H:10]1[CH2:11][CH2:12][CH2:13][NH:8][CH2:9]1)=[O:43])[C:32]([C:34]1[S:35][C:36]2[CH:42]=[CH:41][CH:40]=[CH:39][C:37]=2[N:38]=1)=[O:33])[C:26]1[CH:27]=[CH:28][CH:29]=[CH:30][CH:31]=1. The catalyst class is: 425. (2) Reactant: Cl.[CH3:2][O:3][C:4](=[O:14])[CH2:5][CH:6]([NH2:13])[C:7]1[CH:12]=[CH:11][CH:10]=[CH:9][CH:8]=1.[C:15]1([CH:23]=O)[C:16]([CH:21]=[O:22])=[CH:17][CH:18]=[CH:19][CH:20]=1. Product: [CH3:2][O:3][C:4](=[O:14])[CH2:5][CH:6]([N:13]1[CH2:23][C:15]2[C:16](=[CH:17][CH:18]=[CH:19][CH:20]=2)[C:21]1=[O:22])[C:7]1[CH:12]=[CH:11][CH:10]=[CH:9][CH:8]=1. The catalyst class is: 4. (3) Reactant: [NH2:1][CH2:2][CH2:3][CH2:4][O:5][CH2:6][CH2:7][CH2:8][CH2:9][O:10][CH2:11][CH2:12][CH2:13][NH:14][C:15]1[N:20]=[C:19]([O:21][CH2:22][C:23]([F:26])([F:25])[F:24])[N:18]=[C:17]([NH:27][C:28]2[CH:37]=[CH:36][C:31]([C:32]([O:34]C)=[O:33])=[CH:30][CH:29]=2)[N:16]=1.C(=O)([O-])[O-].[K+].[K+].Cl. Product: [NH2:1][CH2:2][CH2:3][CH2:4][O:5][CH2:6][CH2:7][CH2:8][CH2:9][O:10][CH2:11][CH2:12][CH2:13][NH:14][C:15]1[N:20]=[C:19]([O:21][CH2:22][C:23]([F:24])([F:26])[F:25])[N:18]=[C:17]([NH:27][C:28]2[CH:29]=[CH:30][C:31]([C:32]([OH:34])=[O:33])=[CH:36][CH:37]=2)[N:16]=1. The catalyst class is: 95. (4) Reactant: [CH2:1]([O:3][C:4]([O:6][CH2:7][CH2:8][CH2:9][C:10]([CH3:21])([CH3:20])[CH2:11][O:12][S:13]([CH2:16][CH2:17][CH2:18]Cl)(=[O:15])=[O:14])=[O:5])[CH3:2].[N-:22]=[N+:23]=[N-:24].[Na+]. Product: [CH2:1]([O:3][C:4]([O:6][CH2:7][CH2:8][CH2:9][C:10]([CH3:21])([CH3:20])[CH2:11][O:12][S:13]([CH2:16][CH2:17][CH2:18][N:22]=[N+:23]=[N-:24])(=[O:15])=[O:14])=[O:5])[CH3:2]. The catalyst class is: 16.